This data is from Forward reaction prediction with 1.9M reactions from USPTO patents (1976-2016). The task is: Predict the product of the given reaction. (1) Given the reactants Br[C:2]1[C:14]([NH2:15])=[C:13](Br)[C:5]2[O:6][C:7]3[CH:12]=[CH:11][CH:10]=[CH:9][C:8]=3[C:4]=2[CH:3]=1.C1(P(C2CCCCC2)C2C=CC=C[C:25]=2[C:30]2[C:35](N(C)C)=CC=C[C:31]=2N(C)C)CCCCC1.[Br-].[CH2:49]([Zn+])[CH:50]([CH3:52])[CH3:51].O, predict the reaction product. The product is: [CH2:49]([C:2]1[C:14]([NH2:15])=[C:13]([CH2:35][CH:30]([CH3:25])[CH3:31])[C:5]2[O:6][C:7]3[CH:12]=[CH:11][CH:10]=[CH:9][C:8]=3[C:4]=2[CH:3]=1)[CH:50]([CH3:52])[CH3:51]. (2) Given the reactants C(OC(=O)C(CC)CCN1C(=S)[N:11]2[C:12]3[CH:13]=[C:14]([C:18]4[CH:23]=[CH:22][C:21]([Cl:24])=[CH:20][CH:19]=4)[O:15][C:16]=3[CH:17]=[C:10]2[C:9]1=[O:27])C.[CH2:31]([N:33]([CH2:47][CH3:48])[C:34](=[O:46])[CH2:35][C:36]1([CH2:42][N:43]=[C:44]=[S:45])[CH2:41][CH2:40][CH2:39][CH2:38][CH2:37]1)[CH3:32].C([O-])([O-])=O.[K+].[K+].C(#N)C, predict the reaction product. The product is: [CH2:34]([O:46][C:9]([C:10]1[NH:11][C:12]2[CH:13]=[C:14]([C:18]3[CH:19]=[CH:20][C:21]([Cl:24])=[CH:22][CH:23]=3)[O:15][C:16]=2[CH:17]=1)=[O:27])[CH3:35].[Cl:24][C:21]1[CH:20]=[CH:19][C:18]([C:14]2[O:15][C:16]3[CH:17]=[C:10]4[C:9](=[O:27])[N:43]([CH2:42][C:36]5([CH2:35][C:34]([N:33]([CH2:31][CH3:32])[CH2:47][CH3:48])=[O:46])[CH2:37][CH2:38][CH2:39][CH2:40][CH2:41]5)[C:44](=[S:45])[N:11]4[C:12]=3[CH:13]=2)=[CH:23][CH:22]=1. (3) Given the reactants C(OCC)C.[N+:6](=[CH2:8])=[N-:7].Cl[C:10]([C:12]1[CH:13]=[C:14]([CH:25]=[CH:26][CH:27]=1)[C:15]([O:17][CH2:18][C:19]1[CH:24]=[CH:23][CH:22]=[CH:21][CH:20]=1)=[O:16])=[O:11], predict the reaction product. The product is: [N+:6](=[CH:8][C:10]([C:12]1[CH:13]=[C:14]([CH:25]=[CH:26][CH:27]=1)[C:15]([O:17][CH2:18][C:19]1[CH:20]=[CH:21][CH:22]=[CH:23][CH:24]=1)=[O:16])=[O:11])=[N-:7]. (4) Given the reactants [NH2:1][C:2]1[N:3]=[CH:4][S:5][C:6]=1[C:7]([NH:9][C:10]1[CH:23]=[CH:22][C:13]2[O:14][C:15]([F:21])([F:20])[C:16]([F:19])([F:18])[O:17][C:12]=2[CH:11]=1)=[O:8].NC1N=CSC=1C(NC1C=CC2OC(F)(F)OC=2C=1)=O.[C:44]([O:47][CH2:48][C:49]([NH:51][C:52]1[CH:57]=[C:56]([CH2:58]Cl)[CH:55]=[CH:54][N:53]=1)=[O:50])(=[O:46])[CH3:45].CS(OCC1C=CN=C(C(NC)=O)C=1)(=O)=O, predict the reaction product. The product is: [C:44]([O:47][CH2:48][C:49](=[O:50])[NH:51][C:52]1[CH:57]=[C:56]([CH2:58][NH:1][C:2]2[N:3]=[CH:4][S:5][C:6]=2[C:7]([NH:9][C:10]2[CH:23]=[CH:22][C:13]3[O:14][C:15]([F:21])([F:20])[C:16]([F:18])([F:19])[O:17][C:12]=3[CH:11]=2)=[O:8])[CH:55]=[CH:54][N:53]=1)(=[O:46])[CH3:45]. (5) Given the reactants [CH3:1][NH:2][C:3]1[CH:4]=[N:5][CH:6]=[CH:7][C:8]=1[C:9]1[CH:14]=[CH:13][CH:12]=[CH:11][C:10]=1[CH3:15].[N:16]1([C:22]2[CH:23]=[C:24]([CH:28]=[C:29]([C:31]([F:34])([F:33])[F:32])[CH:30]=2)[C:25](O)=[O:26])[CH2:21][CH2:20][O:19][CH2:18][CH2:17]1, predict the reaction product. The product is: [CH3:1][N:2]([C:3]1[CH:4]=[N:5][CH:6]=[CH:7][C:8]=1[C:9]1[CH:14]=[CH:13][CH:12]=[CH:11][C:10]=1[CH3:15])[C:25](=[O:26])[C:24]1[CH:28]=[C:29]([C:31]([F:32])([F:33])[F:34])[CH:30]=[C:22]([N:16]2[CH2:21][CH2:20][O:19][CH2:18][CH2:17]2)[CH:23]=1. (6) Given the reactants Cl[C:2]1[CH:7]=[C:6]([C:8]([F:11])([F:10])[F:9])[CH:5]=[C:4]([C:12]2[CH:17]=[CH:16][C:15]([Cl:18])=[CH:14][CH:13]=2)[N:3]=1.[I:19][C:20]1[N:21]=[CH:22][NH:23][CH:24]=1, predict the reaction product. The product is: [Cl:18][C:15]1[CH:16]=[CH:17][C:12]([C:4]2[CH:5]=[C:6]([C:8]([F:11])([F:10])[F:9])[CH:7]=[C:2]([N:23]3[CH:24]=[C:20]([I:19])[N:21]=[CH:22]3)[N:3]=2)=[CH:13][CH:14]=1. (7) Given the reactants Cl.[C:2]([C:6]1[CH:7]=[C:8]([C:12]2([NH2:22])[CH2:21][CH2:20][C:15]3(OCC[O:16]3)[CH2:14][CH2:13]2)[CH:9]=[CH:10][CH:11]=1)([CH3:5])([CH3:4])[CH3:3].[OH-].[Na+], predict the reaction product. The product is: [NH2:22][C:12]1([C:8]2[CH:9]=[CH:10][CH:11]=[C:6]([C:2]([CH3:5])([CH3:4])[CH3:3])[CH:7]=2)[CH2:13][CH2:14][C:15](=[O:16])[CH2:20][CH2:21]1. (8) Given the reactants [Cl:1][C:2]1[C:3]([CH3:7])=[N:4][NH:5][CH:6]=1.[P:8](=[O:12])([OH:11])([OH:10])[OH:9], predict the reaction product. The product is: [P:8]([O-:12])([OH:11])([OH:10])=[O:9].[Cl:1][C:2]1[CH:6]=[NH+:5][NH:4][C:3]=1[CH3:7]. (9) Given the reactants Cl[C:2]1[CH:7]=[C:6]([Cl:8])[CH:5]=[C:4]([CH:9]2[CH2:11][CH2:10]2)[N:3]=1.[Cl:12][C:13]1[CH:14]=[C:15](B(O)O)[CH:16]=[CH:17][CH:18]=1.C([O-])([O-])=O.[Cs+].[Cs+].C1(C)C=CC=CC=1, predict the reaction product. The product is: [Cl:8][C:6]1[CH:5]=[C:4]([CH:9]2[CH2:11][CH2:10]2)[N:3]=[C:2]([C:17]2[CH:16]=[CH:15][CH:14]=[C:13]([Cl:12])[CH:18]=2)[CH:7]=1.